Dataset: Full USPTO retrosynthesis dataset with 1.9M reactions from patents (1976-2016). Task: Predict the reactants needed to synthesize the given product. (1) Given the product [F:1][C:2]([F:15])([F:14])[C:3]1[CH:4]=[C:5]([N:20]2[CH2:21][CH2:22][C@@H:18]([OH:17])[CH2:19]2)[CH:6]=[C:7]([C:9]([F:12])([F:11])[F:10])[CH:8]=1, predict the reactants needed to synthesize it. The reactants are: [F:1][C:2]([F:15])([F:14])[C:3]1[CH:4]=[C:5](Br)[CH:6]=[C:7]([C:9]([F:12])([F:11])[F:10])[CH:8]=1.Cl.[OH:17][C@@H:18]1[CH2:22][CH2:21][NH:20][CH2:19]1.C1(P(C2C=CC=CC=2)C2C=CC3C(=CC=CC=3)C=2C2C3C(=CC=CC=3)C=CC=2P(C2C=CC=CC=2)C2C=CC=CC=2)C=CC=CC=1.C(=O)([O-])[O-].[Cs+].[Cs+]. (2) Given the product [OH:11][CH:10]1[CH:4]([NH:1][C:52](=[O:53])[C:51]([F:62])([F:61])[F:50])[CH2:5][CH2:6][N:7]([C:12]([O:14][CH2:15][C:16]2[CH:21]=[CH:20][CH:19]=[CH:18][CH:17]=2)=[O:13])[CH2:8][CH2:9]1, predict the reactants needed to synthesize it. The reactants are: [N:1]([CH:4]1[CH:10]([OH:11])[CH2:9][CH2:8][N:7]([C:12]([O:14][CH2:15][C:16]2[CH:21]=[CH:20][CH:19]=[CH:18][CH:17]=2)=[O:13])[CH2:6][CH2:5]1)=[N+]=[N-].C1(P(C2C=CC=CC=2)C2C=CC=CC=2)C=CC=CC=1.CCN(C(C)C)C(C)C.[F:50][C:51]([F:62])([F:61])[C:52](O[C:52](=[O:53])[C:51]([F:62])([F:61])[F:50])=[O:53]. (3) The reactants are: [C:1]1([C:8]([OH:10])=O)([C:5]([OH:7])=[O:6])[CH2:4][CH2:3][CH2:2]1.C(N(CC)CC)C.S(Cl)(Cl)=O.[F:22][C:23]1[CH:29]=[CH:28][C:26]([NH2:27])=[CH:25][CH:24]=1. Given the product [F:22][C:23]1[CH:29]=[CH:28][C:26]([NH:27][C:8]([C:1]2([C:5]([OH:7])=[O:6])[CH2:2][CH2:3][CH2:4]2)=[O:10])=[CH:25][CH:24]=1, predict the reactants needed to synthesize it.